Task: Predict the product of the given reaction.. Dataset: Forward reaction prediction with 1.9M reactions from USPTO patents (1976-2016) (1) The product is: [Cl:36][C:19]1[C:20]([Cl:35])=[C:21]([S:24](=[O:25])(=[O:26])[NH:27][C@@H:28]([CH2:33][CH3:34])[C:29]([F:30])([F:31])[F:32])[CH:22]=[CH:23][C:18]=1[C:9]1[S:8][C:7]([C:10]([O:12][CH2:13][CH3:14])=[O:11])=[N:6][C:5]=1[CH2:4][C:3]([O:2][CH3:1])([CH3:15])[CH3:16]. Given the reactants [CH3:1][O:2][C:3]([CH3:16])([CH3:15])[CH2:4][C:5]1[N:6]=[C:7]([C:10]([O:12][CH2:13][CH3:14])=[O:11])[S:8][CH:9]=1.Br[C:18]1[CH:23]=[CH:22][C:21]([S:24]([NH:27][C@@H:28]([CH2:33][CH3:34])[C:29]([F:32])([F:31])[F:30])(=[O:26])=[O:25])=[C:20]([Cl:35])[C:19]=1[Cl:36].P(C1CCCCC1)(C1CCCCC1)C1CCCCC1.[H+].[B-](F)(F)(F)F.C(O)(=O)C(C)(C)C.C([O-])([O-])=O.[K+].[K+], predict the reaction product. (2) Given the reactants [Cl:1][C:2]1[CH:3]=[C:4]([CH:20]=[CH:21][CH:22]=1)[C:5]([NH:7][C:8]12[CH2:17][CH:12]3[CH2:13][CH:14]([CH2:16][C:10]([CH2:18][OH:19])([CH2:11]3)[CH2:9]1)[CH2:15]2)=[O:6].C1C=C[NH+]=CC=1.[O-][Cr](Cl)(=O)=O, predict the reaction product. The product is: [Cl:1][C:2]1[CH:3]=[C:4]([CH:20]=[CH:21][CH:22]=1)[C:5]([NH:7][C:8]12[CH2:15][CH:14]3[CH2:13][CH:12]([CH2:11][C:10]([CH:18]=[O:19])([CH2:16]3)[CH2:9]1)[CH2:17]2)=[O:6]. (3) Given the reactants [CH2:1]([N:4]1[C:8]2[CH:9]=[CH:10][C:11]3[C@@H:12]([OH:30])[C@H:13]([O:23][C:24](=[O:29])[C:25]([CH3:28])([CH3:27])[CH3:26])[C@@H:14]([C:17]4[CH:22]=[CH:21][CH:20]=[CH:19][CH:18]=4)[O:15][C:16]=3[C:7]=2[N:6]=[C:5]1[CH3:31])[CH:2]=[CH2:3].O([CH2:40][CH2:41][F:42])S(C(F)(F)F)(=O)=O, predict the reaction product. The product is: [CH2:1]([N:4]1[C:8]2[CH:9]=[CH:10][C:11]3[C@@H:12]([O:30][CH2:40][CH2:41][F:42])[C@H:13]([O:23][C:24](=[O:29])[C:25]([CH3:26])([CH3:27])[CH3:28])[C@@H:14]([C:17]4[CH:22]=[CH:21][CH:20]=[CH:19][CH:18]=4)[O:15][C:16]=3[C:7]=2[N:6]=[C:5]1[CH3:31])[CH:2]=[CH2:3]. (4) Given the reactants Cl[C:2]1[N:7]=[C:6]([C:8]2[CH:13]=[CH:12][N:11]=[C:10]([Cl:14])[CH:9]=2)[N:5]=[CH:4][N:3]=1.[CH3:15][O:16][C:17]1[N:22]=[CH:21][C:20]([NH2:23])=[CH:19][CH:18]=1.C(N(CC)C(C)C)(C)C.O, predict the reaction product. The product is: [Cl:14][C:10]1[CH:9]=[C:8]([C:6]2[N:5]=[CH:4][N:3]=[C:2]([NH:23][C:20]3[CH:21]=[N:22][C:17]([O:16][CH3:15])=[CH:18][CH:19]=3)[N:7]=2)[CH:13]=[CH:12][N:11]=1. (5) Given the reactants [N+:1]([O-:4])(O)=[O:2].[CH2:5]([S:7]([C:10]1[CH:15]=[CH:14][C:13]([OH:16])=[CH:12][CH:11]=1)(=[O:9])=[O:8])[CH3:6], predict the reaction product. The product is: [CH2:5]([S:7]([C:10]1[CH:15]=[CH:14][C:13]([OH:16])=[C:12]([N+:1]([O-:4])=[O:2])[CH:11]=1)(=[O:9])=[O:8])[CH3:6]. (6) Given the reactants CC(OI1(OC(C)=O)(OC(C)=O)OC(=O)C2C=CC=CC1=2)=O.[CH:23]1([CH:26]([OH:55])[CH2:27][NH:28][C:29]([C:31]2[N:32]=[N:33][C:34]([N:37]3[CH2:42][CH2:41][N:40]([C:43](=[O:54])[C:44]4[CH:49]=[CH:48][CH:47]=[CH:46][C:45]=4[C:50]([F:53])([F:52])[F:51])[CH2:39][CH2:38]3)=[CH:35][CH:36]=2)=[O:30])[CH2:25][CH2:24]1, predict the reaction product. The product is: [CH:23]1([C:26](=[O:55])[CH2:27][NH:28][C:29]([C:31]2[N:32]=[N:33][C:34]([N:37]3[CH2:38][CH2:39][N:40]([C:43](=[O:54])[C:44]4[CH:49]=[CH:48][CH:47]=[CH:46][C:45]=4[C:50]([F:53])([F:52])[F:51])[CH2:41][CH2:42]3)=[CH:35][CH:36]=2)=[O:30])[CH2:25][CH2:24]1.